From a dataset of Peptide-MHC class I binding affinity with 185,985 pairs from IEDB/IMGT. Regression. Given a peptide amino acid sequence and an MHC pseudo amino acid sequence, predict their binding affinity value. This is MHC class I binding data. (1) The peptide sequence is YTITYHDDW. The MHC is Mamu-B17 with pseudo-sequence Mamu-B17. The binding affinity (normalized) is 0.356. (2) The peptide sequence is EEDEGEELF. The MHC is HLA-B35:01 with pseudo-sequence HLA-B35:01. The binding affinity (normalized) is 0.0847. (3) The MHC is HLA-A01:01 with pseudo-sequence HLA-A01:01. The binding affinity (normalized) is 0.0847. The peptide sequence is FHGEFTRAL. (4) The peptide sequence is TTSTTASAK. The MHC is HLA-A68:01 with pseudo-sequence HLA-A68:01. The binding affinity (normalized) is 0.775. (5) The peptide sequence is SHYSHNPKL. The MHC is HLA-B08:03 with pseudo-sequence HLA-B08:03. The binding affinity (normalized) is 0.0847. (6) The peptide sequence is YVYPDNLPV. The MHC is HLA-C03:03 with pseudo-sequence HLA-C03:03. The binding affinity (normalized) is 0.936.